From a dataset of Full USPTO retrosynthesis dataset with 1.9M reactions from patents (1976-2016). Predict the reactants needed to synthesize the given product. (1) Given the product [CH2:14]([O:11][CH:8]1[CH2:9][CH2:10][C:5]2([O:4][CH2:3][CH2:2][O:1]2)[CH2:6][CH2:7]1)[C:15]1[CH:20]=[CH:19][CH:18]=[CH:17][CH:16]=1, predict the reactants needed to synthesize it. The reactants are: [O:1]1[C:5]2([CH2:10][CH2:9][CH:8]([OH:11])[CH2:7][CH2:6]2)[O:4][CH2:3][CH2:2]1.[H-].[Na+].[CH2:14](Br)[C:15]1[CH:20]=[CH:19][CH:18]=[CH:17][CH:16]=1. (2) Given the product [C:4]([Cl:20])(=[O:5])[C:3]1[CH:7]=[CH:8][CH:9]=[CH:10][CH:2]=1, predict the reactants needed to synthesize it. The reactants are: F[C:2]1[CH:10]=[C:9](Cl)[CH:8]=[CH:7][C:3]=1[C:4](O)=[O:5].O1CCCC1.C(Cl)(=O)C([Cl:20])=O. (3) The reactants are: C([NH:5][S:6]([C:9]1[CH:14]=[CH:13][C:12]([C:15]2[N:16]=[CH:17][N:18]([C:20]3[N:25]=[C:24]([C:26]([F:29])([F:28])[F:27])[CH:23]=[C:22]([C:30]4[CH:35]=[CH:34][C:33]([C:36]([F:39])([F:38])[F:37])=[C:32]([CH3:40])[CH:31]=4)[N:21]=3)[CH:19]=2)=[CH:11][CH:10]=1)(=[O:8])=[O:7])(C)(C)C.C(O)(C(F)(F)F)=O. Given the product [CH3:40][C:32]1[CH:31]=[C:30]([C:22]2[CH:23]=[C:24]([C:26]([F:27])([F:28])[F:29])[N:25]=[C:20]([N:18]3[CH:19]=[C:15]([C:12]4[CH:13]=[CH:14][C:9]([S:6]([NH2:5])(=[O:8])=[O:7])=[CH:10][CH:11]=4)[N:16]=[CH:17]3)[N:21]=2)[CH:35]=[CH:34][C:33]=1[C:36]([F:39])([F:38])[F:37], predict the reactants needed to synthesize it. (4) Given the product [Br:1][C:2]1[CH:11]=[C:10]2[C:5]([CH:6]=[CH:7][C:8]([C:12]([N:17]([CH3:18])[CH3:15])=[O:14])=[N:9]2)=[CH:4][N:3]=1, predict the reactants needed to synthesize it. The reactants are: [Br:1][C:2]1[CH:11]=[C:10]2[C:5]([CH:6]=[CH:7][C:8]([C:12]([OH:14])=O)=[N:9]2)=[CH:4][N:3]=1.[CH2:15]([N:17](CC)[CH2:18]C)C.ClC(OCC)=O.CNC. (5) The reactants are: [C:1]([C:9]1[CH:14]=[CH:13][CH:12]=[CH:11][C:10]=1[NH:15][C@@H:16]([CH2:20][C:21]1[CH:26]=[CH:25][C:24]([C:27]2[CH:32]=[CH:31][CH:30]=[C:29]([N:33](C)[C:34](NCCCCCCC)=O)[CH:28]=2)=[CH:23][CH:22]=1)[C:17]([OH:19])=[O:18])(=[O:8])[C:2]1[CH:7]=[CH:6][CH:5]=[CH:4][CH:3]=1.C(C1C=CC=CC=1N[C@@H](CC1C=CC(C2C=CC=C(NC)C=2)=CC=1)C(OCC)=O)(=O)C1C=CC=CC=1.[OH-].[Li+]. Given the product [C:1]([C:9]1[CH:14]=[CH:13][CH:12]=[CH:11][C:10]=1[NH:15][C@@H:16]([CH2:20][C:21]1[CH:22]=[CH:23][C:24]([C:27]2[CH:32]=[CH:31][CH:30]=[C:29]([NH:33][CH3:34])[CH:28]=2)=[CH:25][CH:26]=1)[C:17]([OH:19])=[O:18])(=[O:8])[C:2]1[CH:3]=[CH:4][CH:5]=[CH:6][CH:7]=1, predict the reactants needed to synthesize it.